Dataset: Reaction yield outcomes from USPTO patents with 853,638 reactions. Task: Predict the reaction yield, written as a fraction of the theoretical maximum amount of product (1.0 means a 100% yield; for example, 0.34 means a 34% yield). (1) The reactants are O=C1C2C(=CC=CC=2)C(=O)[N:3]1[CH2:12][CH2:13][S:14]([N:17]1[CH2:22][CH2:21][CH:20]([C:23]2[C:31]3[C:26](=[C:27]([C:38]([NH2:40])=[O:39])[CH:28]=[C:29]([C:32]4[CH:37]=[CH:36][CH:35]=[CH:34][CH:33]=4)[CH:30]=3)[NH:25][CH:24]=2)[CH2:19][CH2:18]1)(=[O:16])=[O:15].NN. The catalyst is CCO. The product is [NH2:3][CH2:12][CH2:13][S:14]([N:17]1[CH2:18][CH2:19][CH:20]([C:23]2[C:31]3[C:26](=[C:27]([C:38]([NH2:40])=[O:39])[CH:28]=[C:29]([C:32]4[CH:33]=[CH:34][CH:35]=[CH:36][CH:37]=4)[CH:30]=3)[NH:25][CH:24]=2)[CH2:21][CH2:22]1)(=[O:15])=[O:16]. The yield is 0.500. (2) The reactants are [NH2:1][C:2]1[CH:3]=[C:4]([CH:24]=[CH:25][CH:26]=1)[O:5][C:6]1[CH:7]=[CH:8][C:9]2[N:10]([CH:12]=[C:13]([NH:15][C:16]([CH:18]3[CH2:23][CH2:22][O:21][CH2:20][CH2:19]3)=[O:17])[N:14]=2)[N:11]=1.C(N(CC)CC)C.[CH3:34][N:35]1[C:39]([C:40](Cl)=[O:41])=[CH:38][C:37]([CH3:43])=[N:36]1. The catalyst is O1CCCC1. The product is [CH3:34][N:35]1[C:39]([C:40]([NH:1][C:2]2[CH:26]=[CH:25][CH:24]=[C:4]([O:5][C:6]3[CH:7]=[CH:8][C:9]4[N:10]([CH:12]=[C:13]([NH:15][C:16]([CH:18]5[CH2:19][CH2:20][O:21][CH2:22][CH2:23]5)=[O:17])[N:14]=4)[N:11]=3)[CH:3]=2)=[O:41])=[CH:38][C:37]([CH3:43])=[N:36]1. The yield is 0.270. (3) The reactants are [CH:1]1([N:7]([CH:19]2[CH2:24][CH2:23][CH2:22][CH2:21][CH2:20]2)[C:8](=[O:18])[NH:9][C:10]2[S:11][CH:12]=[C:13]([C:15](O)=[O:16])[N:14]=2)[CH2:6][CH2:5][CH2:4][CH2:3][CH2:2]1.[CH3:25][O:26][C:27](=[O:31])[C@H:28]([CH3:30])[NH2:29]. No catalyst specified. The product is [CH3:25][O:26][C:27](=[O:31])[CH:28]([NH:29][C:15]([C:13]1[N:14]=[C:10]([NH:9][C:8]([N:7]([CH:1]2[CH2:2][CH2:3][CH2:4][CH2:5][CH2:6]2)[CH:19]2[CH2:20][CH2:21][CH2:22][CH2:23][CH2:24]2)=[O:18])[S:11][CH:12]=1)=[O:16])[CH3:30]. The yield is 0.170. (4) The reactants are [N:1]1[C:10]2[C@@H:9]([NH:11][CH2:12][CH2:13][CH2:14][CH2:15][N:16]3[C:24](=[O:25])[C:23]4[C:18](=[CH:19][CH:20]=[CH:21][CH:22]=4)[C:17]3=[O:26])[CH2:8][CH2:7][CH2:6][C:5]=2[CH:4]=[CH:3][CH:2]=1.Cl[CH2:28][C:29]1[N:33]([CH3:34])[C:32]2[CH:35]=[CH:36][CH:37]=[CH:38][C:31]=2[N:30]=1.CNC1C=CC=CC=1N.ClCC(O)=O.C(N(C(C)C)CC)(C)C.[I-].[K+]. The catalyst is C(#N)C. The product is [CH3:34][N:33]1[C:32]2[CH:35]=[CH:36][CH:37]=[CH:38][C:31]=2[N:30]=[C:29]1[CH2:28][N:11]([CH:9]1[C:10]2[N:1]=[CH:2][CH:3]=[CH:4][C:5]=2[CH2:6][CH2:7][CH2:8]1)[CH2:12][CH2:13][CH2:14][CH2:15][N:16]1[C:24](=[O:25])[C:23]2[C:18](=[CH:19][CH:20]=[CH:21][CH:22]=2)[C:17]1=[O:26]. The yield is 0.770.